This data is from Forward reaction prediction with 1.9M reactions from USPTO patents (1976-2016). The task is: Predict the product of the given reaction. (1) The product is: [CH3:12][S:13][C:14]1[CH:22]=[CH:21][CH:20]=[C:19]([C:23]([F:24])([F:25])[F:26])[C:15]=1[C:16]([NH:11][C@@H:7]1[CH2:8][CH2:9][CH2:10][C@@H:6]1[N:1]1[CH2:2][CH2:3][CH2:4][CH2:5]1)=[O:17]. Given the reactants [N:1]1([C@H:6]2[CH2:10][CH2:9][CH2:8][C@H:7]2[NH2:11])[CH2:5][CH2:4][CH2:3][CH2:2]1.[CH3:12][S:13][C:14]1[CH:22]=[CH:21][CH:20]=[C:19]([C:23]([F:26])([F:25])[F:24])[C:15]=1[C:16](O)=[O:17], predict the reaction product. (2) Given the reactants [F:1][C:2]1[CH:3]=[C:4]([CH:9]2[CH2:14][CH:13]([F:15])[CH2:12][N:11]3[N:16]=[C:17]([NH2:19])[N:18]=[C:10]23)[CH:5]=[CH:6][C:7]=1[F:8].[CH3:20][C:21]1[N:25]=[C:24]([N:26]2[CH2:31][CH2:30][C:29](=O)[CH2:28][CH2:27]2)[S:23][N:22]=1.[BH4-].[Na+].C(O)C, predict the reaction product. The product is: [F:1][C:2]1[CH:3]=[C:4]([CH:9]2[CH2:14][CH:13]([F:15])[CH2:12][N:11]3[N:16]=[C:17]([NH:19][CH:29]4[CH2:28][CH2:27][N:26]([C:24]5[S:23][N:22]=[C:21]([CH3:20])[N:25]=5)[CH2:31][CH2:30]4)[N:18]=[C:10]23)[CH:5]=[CH:6][C:7]=1[F:8]. (3) Given the reactants Cl.[CH2:2]([NH:9][OH:10])[C:3]1[CH:8]=[CH:7][CH:6]=[CH:5][CH:4]=1.[C:11]([NH:15][S:16]([C:19]1[CH:26]=[CH:25][C:22]([CH:23]=O)=[CH:21][CH:20]=1)(=[O:18])=[O:17])([CH3:14])([CH3:13])[CH3:12], predict the reaction product. The product is: [CH2:2]([N+:9]([O-:10])=[CH:23][C:22]1[CH:21]=[CH:20][C:19]([S:16](=[O:18])(=[O:17])[NH:15][C:11]([CH3:12])([CH3:14])[CH3:13])=[CH:26][CH:25]=1)[C:3]1[CH:8]=[CH:7][CH:6]=[CH:5][CH:4]=1. (4) Given the reactants C[O:2][C:3]([CH:5]1[CH2:8][N:7]([CH2:9][C:10]2[CH:15]=[CH:14][C:13]([C:16]3[CH:17]=[C:18]4[C:31](=[CH:32][CH:33]=3)[O:30][C:21]3=[N:22][C:23]5[CH:24]=[CH:25][CH:26]=[CH:27][C:28]=5[CH:29]=[C:20]3[C:19]4=[O:34])=[CH:12][CH:11]=2)[CH2:6]1)=[O:4].COC(C1CN(CC2C=CC(OCC3C4C=C(Cl)C=CC=4OC=3)=CC=2)C1)=O, predict the reaction product. The product is: [O:34]=[C:19]1[C:20]2[C:21](=[N:22][C:23]3[CH:24]=[CH:25][CH:26]=[CH:27][C:28]=3[CH:29]=2)[O:30][C:31]2[C:18]1=[CH:17][C:16]([C:13]1[CH:14]=[CH:15][C:10]([CH2:9][N:7]3[CH2:8][CH:5]([C:3]([OH:4])=[O:2])[CH2:6]3)=[CH:11][CH:12]=1)=[CH:33][CH:32]=2. (5) Given the reactants [CH3:1][C:2]1([C:7]2[O:11][C:10]([CH2:12][N:13]3[CH:17]=[C:16]([NH2:18])[CH:15]=[N:14]3)=[CH:9][CH:8]=2)[O:6]CCO1.[F:19][C:20]([F:33])([F:32])[C:21]1[CH:26]=[CH:25][C:24](/[CH:27]=[CH:28]/[C:29](O)=[O:30])=[CH:23][CH:22]=1, predict the reaction product. The product is: [C:2]([C:7]1[O:11][C:10]([CH2:12][N:13]2[CH:17]=[C:16]([NH:18][C:29](=[O:30])/[CH:28]=[CH:27]/[C:24]3[CH:23]=[CH:22][C:21]([C:20]([F:32])([F:33])[F:19])=[CH:26][CH:25]=3)[CH:15]=[N:14]2)=[CH:9][CH:8]=1)(=[O:6])[CH3:1]. (6) Given the reactants [Cl:1][C:2]1[CH:3]=[CH:4][C:5]([NH2:8])=[N:6][CH:7]=1.[I:9]I, predict the reaction product. The product is: [Cl:1][C:2]1[CH:3]=[C:4]([I:9])[C:5]([NH2:8])=[N:6][CH:7]=1.